Dataset: Full USPTO retrosynthesis dataset with 1.9M reactions from patents (1976-2016). Task: Predict the reactants needed to synthesize the given product. Given the product [ClH:1].[ClH:18].[CH3:19][C:20]1[C:25]([O:26][CH2:27][CH2:28][NH:29][C:2]2[N:9]=[C:8]([NH:10][C:11]3[CH:15]=[C:14]([CH3:16])[NH:13][N:12]=3)[CH:7]=[C:6]([CH3:17])[C:3]=2[C:4]#[N:5])=[CH:24][CH:23]=[C:22]([CH3:30])[N:21]=1, predict the reactants needed to synthesize it. The reactants are: [Cl:1][C:2]1[N:9]=[C:8]([NH:10][C:11]2[CH:15]=[C:14]([CH3:16])[NH:13][N:12]=2)[CH:7]=[C:6]([CH3:17])[C:3]=1[C:4]#[N:5].[ClH:18].[CH3:19][C:20]1[C:25]([O:26][CH2:27][CH2:28][NH2:29])=[CH:24][CH:23]=[C:22]([CH3:30])[N:21]=1.C(=O)([O-])O.[Na+].CS(C)=O.